Dataset: Catalyst prediction with 721,799 reactions and 888 catalyst types from USPTO. Task: Predict which catalyst facilitates the given reaction. (1) Reactant: [OH:1][C:2]1[C:10]2[O:9][CH2:8][O:7][C:6]=2[CH:5]=[CH:4][C:3]=1[C:11](=[O:13])[CH3:12].I[CH:15]([CH3:17])[CH3:16].C(=O)([O-])[O-].[K+].[K+].Cl. Product: [CH:15]([O:1][C:2]1[C:10]2[O:9][CH2:8][O:7][C:6]=2[CH:5]=[CH:4][C:3]=1[C:11](=[O:13])[CH3:12])([CH3:17])[CH3:16]. The catalyst class is: 95. (2) Reactant: [C:1]([C:5]1[CH:9]=[C:8]([NH2:10])[N:7]([C:11]2[C:16]([CH3:17])=[CH:15][CH:14]=[CH:13][C:12]=2[O:18][CH3:19])[N:6]=1)([CH3:4])([CH3:3])[CH3:2].[Br:20]Br. Product: [Br:20][C:9]1[C:5]([C:1]([CH3:4])([CH3:2])[CH3:3])=[N:6][N:7]([C:11]2[C:16]([CH3:17])=[CH:15][CH:14]=[CH:13][C:12]=2[O:18][CH3:19])[C:8]=1[NH2:10]. The catalyst class is: 86. (3) Reactant: [CH:1]1([C:4]2[NH:8][C:7]3[CH:9]=[C:10]([C:14]4[C:15]([CH3:20])=[N:16][O:17][C:18]=4[CH3:19])[CH:11]=[C:12](I)[C:6]=3[N:5]=2)[CH2:3][CH2:2]1.[B:21]1([B:21]2[O:25][C:24]([CH3:27])([CH3:26])[C:23]([CH3:29])([CH3:28])[O:22]2)[O:25][C:24]([CH3:27])([CH3:26])[C:23]([CH3:29])([CH3:28])[O:22]1.C([O-])(=O)C.[K+]. Product: [CH:1]1([C:4]2[NH:5][C:6]3[C:12]([B:21]4[O:25][C:24]([CH3:27])([CH3:26])[C:23]([CH3:29])([CH3:28])[O:22]4)=[CH:11][C:10]([C:14]4[C:15]([CH3:20])=[N:16][O:17][C:18]=4[CH3:19])=[CH:9][C:7]=3[N:8]=2)[CH2:3][CH2:2]1. The catalyst class is: 294.